This data is from Full USPTO retrosynthesis dataset with 1.9M reactions from patents (1976-2016). The task is: Predict the reactants needed to synthesize the given product. (1) The reactants are: [BH4-].[Na+].O1CCCC1.[Cl:8][C:9]([Cl:31])([CH2:13][CH2:14][CH2:15][CH2:16][CH2:17][CH2:18][CH2:19][C:20](=[O:30])[CH2:21][CH2:22][C:23]1[CH:28]=[CH:27][C:26]([Cl:29])=[CH:25][CH:24]=1)[C:10]([OH:12])=[O:11].Cl. Given the product [Cl:31][C:9]([Cl:8])([CH2:13][CH2:14][CH2:15][CH2:16][CH2:17][CH2:18][CH2:19][CH:20]([OH:30])[CH2:21][CH2:22][C:23]1[CH:24]=[CH:25][C:26]([Cl:29])=[CH:27][CH:28]=1)[C:10]([OH:12])=[O:11], predict the reactants needed to synthesize it. (2) Given the product [CH2:69]([O:71][C:72]1[N:76]([CH2:77][C:78]2[CH:79]=[CH:80][C:81]([C:84]3[CH:89]=[CH:88][CH:87]=[CH:86][C:85]=3[C:90]3[NH:91][N:92]=[N:93][N:94]=3)=[CH:82][CH:83]=2)[C:75]2[C:114]([C:118]([O:120][CH:121]([O:123][C:124](=[O:138])[CH2:125][CH2:126][CH2:127][C@@H:128]([O:134][N+:135]([O-:137])=[O:136])[CH2:129][O:130][N+:131]([O-:133])=[O:132])[CH3:122])=[O:119])=[CH:115][CH:116]=[CH:117][C:74]=2[N:73]=1)[CH3:70], predict the reactants needed to synthesize it. The reactants are: C(C1N(CC2C=CC(C3C=CC=CC=3C3N(C(C4C=CC=CC=4)(C4C=CC=CC=4)C4C=CC=CC=4)N=NN=3)=CC=2)C(C(OC(OC(=O)CCC[C@@H](O[N+]([O-])=O)CO[N+]([O-])=O)C)=O)=C(Cl)N=1)CCC.[CH2:69]([O:71][C:72]1[N:76]([CH2:77][C:78]2[CH:83]=[CH:82][C:81]([C:84]3[CH:89]=[CH:88][CH:87]=[CH:86][C:85]=3[C:90]3[N:94](C(C4C=CC=CC=4)(C4C=CC=CC=4)C4C=CC=CC=4)[N:93]=[N:92][N:91]=3)=[CH:80][CH:79]=2)[C:75]2[C:114]([C:118]([O:120][CH:121]([O:123][C:124](=[O:138])[CH2:125][CH2:126][CH2:127][C@@H:128]([O:134][N+:135]([O-:137])=[O:136])[CH2:129][O:130][N+:131]([O-:133])=[O:132])[CH3:122])=[O:119])=[CH:115][CH:116]=[CH:117][C:74]=2[N:73]=1)[CH3:70]. (3) The reactants are: [Cl:1][C:2]1[C:7](I)=[CH:6][CH:5]=[CH:4][N:3]=1.[CH:9]1(B(O)O)[CH2:11][CH2:10]1.C(=O)([O-])[O-].[K+].[K+]. Given the product [Cl:1][C:2]1[C:7]([CH:9]2[CH2:11][CH2:10]2)=[CH:6][CH:5]=[CH:4][N:3]=1, predict the reactants needed to synthesize it.